From a dataset of Full USPTO retrosynthesis dataset with 1.9M reactions from patents (1976-2016). Predict the reactants needed to synthesize the given product. (1) Given the product [NH2:1][CH2:4][C:5]1[C:14]2[C:9](=[CH:10][CH:11]=[C:12]([C:15]3[CH:20]=[CH:19][CH:18]=[CH:17][C:16]=3[O:21][CH3:22])[CH:13]=2)[NH:8][C:7]([CH3:24])([CH3:23])[CH:6]=1, predict the reactants needed to synthesize it. The reactants are: [N:1]([CH2:4][C:5]1[C:14]2[C:9](=[CH:10][CH:11]=[C:12]([C:15]3[CH:20]=[CH:19][CH:18]=[CH:17][C:16]=3[O:21][CH3:22])[CH:13]=2)[NH:8][C:7]([CH3:24])([CH3:23])[CH:6]=1)=[N+]=[N-].C1COCC1.C1C=CC(P(C2C=CC=CC=2)C2C=CC=CC=2)=CC=1.O. (2) The reactants are: [Cl:1][C:2]1[CH:3]=[CH:4][C:5]([NH:8][C:9](=[O:26])[C:10]2[CH:15]=[CH:14][CH:13]=[CH:12][C:11]=2[NH:16][C:17]([O:19][CH:20]2[CH2:25][CH2:24][NH:23][CH2:22][CH2:21]2)=[O:18])=[N:6][CH:7]=1.[C:27]1(=O)[CH2:31][CH2:30][CH2:29][CH2:28]1.C([BH3-])#N.[Na+].Cl. Given the product [ClH:1].[Cl:1][C:2]1[CH:3]=[CH:4][C:5]([NH:8][C:9](=[O:26])[C:10]2[CH:15]=[CH:14][CH:13]=[CH:12][C:11]=2[NH:16][C:17]([O:19][CH:20]2[CH2:21][CH2:22][N:23]([CH:27]3[CH2:31][CH2:30][CH2:29][CH2:28]3)[CH2:24][CH2:25]2)=[O:18])=[N:6][CH:7]=1, predict the reactants needed to synthesize it. (3) Given the product [F:12][C:7]1[CH:6]=[C:5]2[C:10]([CH:11]=[C:2]([CH3:13])[CH:3]=[N:4]2)=[CH:9][CH:8]=1, predict the reactants needed to synthesize it. The reactants are: Br[C:2]1[CH:3]=[N:4][C:5]2[C:10]([CH:11]=1)=[CH:9][CH:8]=[C:7]([F:12])[CH:6]=2.[C:13]([O-])([O-])=O.[K+].[K+].CB1OB(C)OB(C)O1. (4) Given the product [CH3:12][O:11][C:6]1[C:5]([C:4](=[O:13])[CH3:15])=[CH:10][CH:9]=[CH:8][N:7]=1, predict the reactants needed to synthesize it. The reactants are: CON(C)[C:4](=[O:13])[C:5]1[CH:10]=[CH:9][CH:8]=[N:7][C:6]=1[O:11][CH3:12].[CH3:15][Mg]Br. (5) The reactants are: [N:1]1[C:5]2[CH:6]=[CH:7][CH:8]=[CH:9][C:4]=2[NH:3][C:2]=1[CH2:10][C:11]#[N:12].[F:13][C:14]1[CH:15]=[C:16]([CH:21]([C:27](=O)[CH3:28])[C:22](OCC)=[O:23])[CH:17]=[C:18]([F:20])[CH:19]=1.C([O-])(=O)C.[NH4+].O. Given the product [F:13][C:14]1[CH:15]=[C:16]([CH:21]2[C:22](=[O:23])[N:1]3[C:5]4[CH:6]=[CH:7][CH:8]=[CH:9][C:4]=4[N:3]=[C:2]3[C:10]([C:11]#[N:12])=[C:27]2[CH3:28])[CH:17]=[C:18]([F:20])[CH:19]=1, predict the reactants needed to synthesize it. (6) Given the product [Br:1][C:2]1[C:3](=[O:19])[N:4]([CH2:23][C:24]2[O:25][CH:26]=[CH:27][CH:28]=2)[C:5]([CH3:18])=[CH:6][C:7]=1[O:8][CH2:9][C:10]1[CH:15]=[CH:14][C:13]([F:16])=[CH:12][C:11]=1[F:17], predict the reactants needed to synthesize it. The reactants are: [Br:1][C:2]1[C:3](=[O:19])[NH:4][C:5]([CH3:18])=[CH:6][C:7]=1[O:8][CH2:9][C:10]1[CH:15]=[CH:14][C:13]([F:16])=[CH:12][C:11]=1[F:17].[H-].[Na+].Cl[CH2:23][C:24]1[O:25][CH:26]=[CH:27][CH:28]=1.C(OCC)(=O)C. (7) Given the product [C:7]([O:10][CH2:11][C:12]([CH3:46])([CH3:47])[CH2:13][N:14]1[C:20]2[CH:21]=[CH:22][C:23]([Cl:25])=[CH:24][C:19]=2[C@@H:18]([C:26]2[CH:31]=[CH:30][CH:29]=[C:28]([O:32][CH3:33])[C:27]=2[O:34][CH3:35])[O:17][C@H:16]([CH2:36][C:37]2[CH:38]=[C:39]([O:41][CH2:42][CH3:43])[N:49]([CH2:51][C:52]([O:54][CH2:55][CH3:56])=[O:53])[N:50]=2)[C:15]1=[O:45])(=[O:9])[CH3:8].[C:7]([O:10][CH2:11][C:12]([CH3:46])([CH3:47])[CH2:13][N:14]1[C:20]2[CH:21]=[CH:22][C:23]([Cl:25])=[CH:24][C:19]=2[C@@H:18]([C:26]2[CH:31]=[CH:30][CH:29]=[C:28]([O:32][CH3:33])[C:27]=2[O:34][CH3:35])[O:17][C@H:16]([CH2:36][C:37]2[CH:38]=[C:39]([OH:40])[N:49]([CH2:51][C:52]([O:54][CH2:55][CH3:56])=[O:53])[N:50]=2)[C:15]1=[O:45])(=[O:9])[CH3:8], predict the reactants needed to synthesize it. The reactants are: N1C=CC=CC=1.[C:7]([O:10][CH2:11][C:12]([CH3:47])([CH3:46])[CH2:13][N:14]1[C:20]2[CH:21]=[CH:22][C:23]([Cl:25])=[CH:24][C:19]=2[C@@H:18]([C:26]2[CH:31]=[CH:30][CH:29]=[C:28]([O:32][CH3:33])[C:27]=2[O:34][CH3:35])[O:17][C@H:16]([CH2:36][C:37](=O)[CH2:38][C:39]([O:41][CH2:42][CH3:43])=[O:40])[C:15]1=[O:45])(=[O:9])[CH3:8].Cl.[NH:49]([CH2:51][C:52]([O:54][CH2:55][CH3:56])=[O:53])[NH2:50].